From a dataset of Forward reaction prediction with 1.9M reactions from USPTO patents (1976-2016). Predict the product of the given reaction. (1) Given the reactants Cl[CH2:2][C:3]1[N:7]=[C:6]([C:8]2[CH:13]=[CH:12][CH:11]=[CH:10][CH:9]=2)[O:5][N:4]=1.[OH:14][C:15]1[CH:41]=[CH:40][C:18]([CH2:19][O:20]/[N:21]=[C:22](/[C:34]2[CH:39]=[CH:38][CH:37]=[CH:36][CH:35]=2)\[CH2:23][CH2:24][CH2:25][CH2:26][CH2:27][CH2:28][C:29]([O:31][CH2:32][CH3:33])=[O:30])=[CH:17][CH:16]=1.C(=O)([O-])[O-].[K+].[K+].CN(C)C=O, predict the reaction product. The product is: [C:34]1(/[C:22](=[N:21]/[O:20][CH2:19][C:18]2[CH:40]=[CH:41][C:15]([O:14][CH2:2][C:3]3[N:7]=[C:6]([C:8]4[CH:13]=[CH:12][CH:11]=[CH:10][CH:9]=4)[O:5][N:4]=3)=[CH:16][CH:17]=2)/[CH2:23][CH2:24][CH2:25][CH2:26][CH2:27][CH2:28][C:29]([O:31][CH2:32][CH3:33])=[O:30])[CH:39]=[CH:38][CH:37]=[CH:36][CH:35]=1. (2) Given the reactants Cl.O1C2C=C[C:9]([C:11](=[N:13]O)[CH3:12])=[CH:10]C=2CC1.[CH3:15][C:16]([O:18][C:19]([CH3:21])=O)=O.[CH3:22][C:23](O)=[O:24], predict the reaction product. The product is: [O:18]1[C:19]2[CH:21]=[CH:12][C:11]([NH:13][C:23](=[O:24])[CH3:22])=[CH:9][C:10]=2[CH2:15][CH2:16]1. (3) Given the reactants C(N(CC)CC)C.[CH2:8]([N:15]1[CH:19]=[C:18]([C:20]([CH3:23])([CH3:22])[CH3:21])[N:17]=[C:16]1[C@H:24]([NH2:35])[CH2:25][C:26]1[C:34]2[C:29](=[CH:30][CH:31]=[CH:32][CH:33]=2)[NH:28][CH:27]=1)[C:9]1[CH:14]=[CH:13][CH:12]=[CH:11][CH:10]=1.[CH2:36](Cl)[C:37]1[CH:42]=[CH:41][CH:40]=[CH:39][CH:38]=1, predict the reaction product. The product is: [CH2:36]([NH:35][C@@H:24]([C:16]1[N:15]([CH2:8][C:9]2[CH:14]=[CH:13][CH:12]=[CH:11][CH:10]=2)[CH:19]=[C:18]([C:20]([CH3:22])([CH3:23])[CH3:21])[N:17]=1)[CH2:25][C:26]1[C:34]2[C:29](=[CH:30][CH:31]=[CH:32][CH:33]=2)[NH:28][CH:27]=1)[C:37]1[CH:42]=[CH:41][CH:40]=[CH:39][CH:38]=1. (4) Given the reactants C(O)(C(F)(F)F)=O.[F:8][C:9]([F:33])([F:32])[C:10]1[N:14]2[N:15]=[C:16]([N:19]3[CH2:24][CH2:23][N:22](C(OC(C)(C)C)=O)[CH2:21][CH2:20]3)[CH2:17][CH2:18][C:13]2=[N:12][N:11]=1, predict the reaction product. The product is: [N:19]1([C:16]2[CH2:17][CH2:18][C:13]3[N:14]([C:10]([C:9]([F:8])([F:32])[F:33])=[N:11][N:12]=3)[N:15]=2)[CH2:20][CH2:21][NH:22][CH2:23][CH2:24]1. (5) Given the reactants [C:1]([C:4]12[CH2:11][CH2:10][C:7]([NH:12][CH2:13][C:14]([N:16]3[CH2:20][C@@H:19]([F:21])[CH2:18][C@H:17]3[C:22]#[N:23])=[O:15])([CH2:8][CH2:9]1)[CH2:6][CH2:5]2)(O)=[O:2].[NH2:24][C:25]1[CH:30]=[CH:29][C:28]([CH:31]=[CH:32][C:33]2[CH:38]=[CH:37][CH:36]=[CH:35][CH:34]=2)=[CH:27][CH:26]=1, predict the reaction product. The product is: [F:21][C@@H:19]1[CH2:20][N:16]([C:14](=[O:15])[CH2:13][NH:12][C:7]23[CH2:10][CH2:11][C:4]([C:1]([NH:24][C:25]4[CH:26]=[CH:27][C:28]([CH:31]=[CH:32][C:33]5[CH:34]=[CH:35][CH:36]=[CH:37][CH:38]=5)=[CH:29][CH:30]=4)=[O:2])([CH2:5][CH2:6]2)[CH2:9][CH2:8]3)[C@H:17]([C:22]#[N:23])[CH2:18]1. (6) Given the reactants [OH:1][C:2]([CH3:35])([CH3:34])[CH2:3][C@@:4]1([C:28]2[CH:33]=[CH:32][CH:31]=[CH:30][CH:29]=2)[O:9][C:8](=[O:10])[N:7]([C@H:11]([C:13]2[CH:18]=[CH:17][C:16](B3OC(C)(C)C(C)(C)O3)=[CH:15][CH:14]=2)[CH3:12])[CH2:6][CH2:5]1.Br[C:37]1[CH:38]=[CH:39][C:40](=[O:46])[N:41]([CH:43]([CH3:45])[CH3:44])[CH:42]=1, predict the reaction product. The product is: [OH:1][C:2]([CH3:35])([CH3:34])[CH2:3][C@@:4]1([C:28]2[CH:33]=[CH:32][CH:31]=[CH:30][CH:29]=2)[O:9][C:8](=[O:10])[N:7]([C@H:11]([C:13]2[CH:14]=[CH:15][C:16]([C:37]3[CH:38]=[CH:39][C:40](=[O:46])[N:41]([CH:43]([CH3:45])[CH3:44])[CH:42]=3)=[CH:17][CH:18]=2)[CH3:12])[CH2:6][CH2:5]1. (7) Given the reactants [CH3:1][O:2][C:3](=[O:28])[CH:4]=[CH:5][C@H:6]1[CH2:11][CH2:10][C@H:9]([CH2:12][N:13]([CH3:27])[S:14]([C:17]2[CH:22]=[CH:21][C:20]([C:23]([F:26])([F:25])[F:24])=[CH:19][CH:18]=2)(=[O:16])=[O:15])[CH2:8][CH2:7]1, predict the reaction product. The product is: [CH3:1][O:2][C:3](=[O:28])[CH2:4][CH2:5][C@H:6]1[CH2:11][CH2:10][C@H:9]([CH2:12][N:13]([CH3:27])[S:14]([C:17]2[CH:22]=[CH:21][C:20]([C:23]([F:26])([F:24])[F:25])=[CH:19][CH:18]=2)(=[O:16])=[O:15])[CH2:8][CH2:7]1. (8) Given the reactants Br[C:2]1[C:10]2[C:9]([C:11]([C:13]3[S:14][CH:15]=[CH:16][CH:17]=3)=[O:12])=[N:8][C:7]([NH:18][CH2:19][C:20]3[CH:21]=[N:22][CH:23]=[CH:24][CH:25]=3)=[N:6][C:5]=2[N:4]([CH3:26])[CH:3]=1.[C:27]1(B(O)O)[CH:32]=[CH:31][CH:30]=[CH:29][CH:28]=1, predict the reaction product. The product is: [CH3:26][N:4]1[C:5]2[N:6]=[C:7]([NH:18][CH2:19][C:20]3[CH:21]=[N:22][CH:23]=[CH:24][CH:25]=3)[N:8]=[C:9]([C:11]([C:13]3[S:14][CH:15]=[CH:16][CH:17]=3)=[O:12])[C:10]=2[C:2]([C:27]2[CH:32]=[CH:31][CH:30]=[CH:29][CH:28]=2)=[CH:3]1.